Dataset: Full USPTO retrosynthesis dataset with 1.9M reactions from patents (1976-2016). Task: Predict the reactants needed to synthesize the given product. (1) Given the product [Cl:1][C:2]1[CH:7]=[C:6]([CH3:8])[C:5]([S:9][CH2:10][C:11]([F:13])([F:14])[F:12])=[CH:4][C:3]=1[NH:15][N:16]=[CH:20][C:21]([F:24])([F:23])[F:22], predict the reactants needed to synthesize it. The reactants are: [Cl:1][C:2]1[CH:7]=[C:6]([CH3:8])[C:5]([S:9][CH2:10][C:11]([F:14])([F:13])[F:12])=[CH:4][C:3]=1[NH:15][NH2:16].C(O[CH:20](O)[C:21]([F:24])([F:23])[F:22])C. (2) Given the product [O:34]1[CH2:35][CH2:36][N:31]([CH2:20][C:19]2[CH:22]=[CH:23][C:16]([O:15][C:14]3[CH:13]=[CH:12][C:11]([C:10]4[C:3]5[C:2]([NH2:1])=[N:7][CH:6]=[N:5][C:4]=5[N:8]([CH:26]5[CH2:30][CH2:29][O:28][CH2:27]5)[CH:9]=4)=[CH:25][CH:24]=3)=[CH:17][CH:18]=2)[CH2:32][CH2:33]1, predict the reactants needed to synthesize it. The reactants are: [NH2:1][C:2]1[C:3]2[C:10]([C:11]3[CH:25]=[CH:24][C:14]([O:15][C:16]4[CH:23]=[CH:22][C:19]([CH:20]=O)=[CH:18][CH:17]=4)=[CH:13][CH:12]=3)=[CH:9][N:8]([CH:26]3[CH2:30][CH2:29][O:28][CH2:27]3)[C:4]=2[N:5]=[CH:6][N:7]=1.[NH:31]1[CH2:36][CH2:35][O:34][CH2:33][CH2:32]1. (3) Given the product [Br:1][C:2]1[CH:3]=[C:4]([C:9]([F:12])([F:11])[F:10])[C:5](=[S:22])[NH:6][CH:7]=1, predict the reactants needed to synthesize it. The reactants are: [Br:1][C:2]1[CH:3]=[C:4]([C:9]([F:12])([F:11])[F:10])[C:5](O)=[N:6][CH:7]=1.COC1C=CC(P2(SP(C3C=CC(OC)=CC=3)(=S)S2)=[S:22])=CC=1. (4) Given the product [C:13]([O:12][C:10]([N:1]1[CH:9]2[CH:4]([CH2:5][N:6]([CH2:24][CH2:25][CH2:26][Cl:27])[CH2:7][CH2:8]2)[CH2:3][CH2:2]1)=[O:11])([CH3:16])([CH3:15])[CH3:14], predict the reactants needed to synthesize it. The reactants are: [N:1]1([C:10]([O:12][C:13]([CH3:16])([CH3:15])[CH3:14])=[O:11])[CH:9]2[CH:4]([CH2:5][NH:6][CH2:7][CH2:8]2)[CH2:3][CH2:2]1.C([O-])([O-])=O.[K+].[K+].Br[CH2:24][CH2:25][CH2:26][Cl:27]. (5) Given the product [CH2:18]([O:11][C:3]1[CH:4]=[C:5]([N+:8]([O-:10])=[O:9])[CH:6]=[CH:7][C:2]=1[CH3:1])[C:19]1[CH:24]=[CH:23][CH:22]=[CH:21][CH:20]=1, predict the reactants needed to synthesize it. The reactants are: [CH3:1][C:2]1[CH:7]=[CH:6][C:5]([N+:8]([O-:10])=[O:9])=[CH:4][C:3]=1[OH:11].C(=O)([O-])[O-].[Na+].[Na+].[CH2:18](Br)[C:19]1[CH:24]=[CH:23][CH:22]=[CH:21][CH:20]=1. (6) Given the product [CH:25]1([CH2:24][O:1][C:2]2[CH:3]=[CH:4][C:5]([O:8][C:9]3[CH:14]=[CH:13][C:12]([CH2:15][CH2:16][CH:17]([NH:19][C:20](=[O:22])[CH3:21])[CH3:18])=[CH:11][CH:10]=3)=[N:6][CH:7]=2)[CH2:28][CH2:27][CH2:26]1, predict the reactants needed to synthesize it. The reactants are: [OH:1][C:2]1[CH:3]=[CH:4][C:5]([O:8][C:9]2[CH:14]=[CH:13][C:12]([CH2:15][CH2:16][CH:17]([NH:19][C:20](=[O:22])[CH3:21])[CH3:18])=[CH:11][CH:10]=2)=[N:6][CH:7]=1.Br[CH2:24][CH:25]1[CH2:28][CH2:27][CH2:26]1. (7) Given the product [Cl:22][CH2:23][CH2:24][CH2:25][CH2:26][CH:8]([C:3]1[CH:4]=[CH:5][CH:6]=[CH:7][C:2]=1[Cl:1])[C:9]([OH:11])=[O:10], predict the reactants needed to synthesize it. The reactants are: [Cl:1][C:2]1[CH:7]=[CH:6][CH:5]=[CH:4][C:3]=1[CH2:8][C:9]([OH:11])=[O:10].C[Si]([N-][Si](C)(C)C)(C)C.[Na+].[Cl:22][CH2:23][CH2:24][CH2:25][CH2:26]I. (8) Given the product [CH3:23][O:22][CH2:21][CH2:20][N:15]([CH2:16][CH2:17][O:18][CH3:19])[CH2:14][CH2:13][C:11]([CH3:24])([NH2:10])[CH3:12], predict the reactants needed to synthesize it. The reactants are: C(OC(=O)[NH:10][C:11]([CH3:24])([CH2:13][CH2:14][N:15]([CH2:20][CH2:21][O:22][CH3:23])[CH2:16][CH2:17][O:18][CH3:19])[CH3:12])C1C=CC=CC=1. (9) Given the product [C:19]([N:22]1[CH2:27][CH2:26][N:25]([CH2:17][C:13]2[N:12]=[C:11]([C:5]3[CH:4]=[C:3]([CH2:1][CH3:2])[C:8](=[O:9])[NH:7][C:6]=3[CH3:10])[CH:16]=[CH:15][CH:14]=2)[CH2:24][CH2:23]1)(=[O:21])[CH3:20], predict the reactants needed to synthesize it. The reactants are: [CH2:1]([C:3]1[C:8](=[O:9])[NH:7][C:6]([CH3:10])=[C:5]([C:11]2[CH:16]=[CH:15][CH:14]=[C:13]([CH:17]=O)[N:12]=2)[CH:4]=1)[CH3:2].[C:19]([N:22]1[CH2:27][CH2:26][NH:25][CH2:24][CH2:23]1)(=[O:21])[CH3:20].